Task: Predict the reactants needed to synthesize the given product.. Dataset: Full USPTO retrosynthesis dataset with 1.9M reactions from patents (1976-2016) (1) Given the product [ClH:51].[N:1]1[CH:6]=[CH:5][CH:4]=[CH:3][C:2]=1[C@H:7]([NH:9][C:10]([C:12]1[C:20]2[C:15](=[N:16][CH:17]=[C:18]([C:21]3[C:29]4[C:24](=[CH:25][C:26]([F:30])=[CH:27][CH:28]=4)[N:23]([CH3:31])[N:22]=3)[N:19]=2)[NH:14][CH:13]=1)=[O:11])[CH3:8], predict the reactants needed to synthesize it. The reactants are: [N:1]1[CH:6]=[CH:5][CH:4]=[CH:3][C:2]=1[C@H:7]([NH:9][C:10]([C:12]1[C:20]2[C:15](=[N:16][CH:17]=[C:18]([C:21]3[C:29]4[C:24](=[CH:25][C:26]([F:30])=[CH:27][CH:28]=4)[N:23]([CH3:31])[N:22]=3)[N:19]=2)[N:14](COCC[Si](C)(C)C)[CH:13]=1)=[O:11])[CH3:8].C(O)(C(F)(F)F)=O.C(N)CN.[ClH:51].CO. (2) The reactants are: [CH2:1]([O:5][C:6]1[CH:13]=[CH:12][C:9]([CH:10]=O)=[CH:8][CH:7]=1)[CH2:2][CH2:3][CH3:4].[Br:14][C:15]1[CH:20]=[C:19]([CH2:21]P(OCC)(=O)OCC)[CH:18]=[CH:17][C:16]=1[CH2:30]P(OCC)(=O)OCC.[CH3:39][C:40]([O-:43])(C)[CH3:41].[K+]. Given the product [Br:14][C:15]1[CH:20]=[C:19](/[CH:21]=[CH:10]/[C:9]2[CH:12]=[CH:13][C:6]([O:5][CH2:1][CH2:2][CH2:3][CH3:4])=[CH:7][CH:8]=2)[CH:18]=[CH:17][C:16]=1/[CH:30]=[CH:12]/[C:9]1[CH:10]=[CH:41][C:40]([O:43][CH2:1][CH2:2][CH2:3][CH3:4])=[CH:39][CH:8]=1, predict the reactants needed to synthesize it. (3) The reactants are: [NH2:1][C@@H:2]1[CH2:6][CH2:5][N:4]([C:7]2[N:15]=[C:14]3[C:10]([N:11]=[CH:12][N:13]3[C@@H:16]3[CH2:20][C@H:19]([NH:21][C:22](=[O:25])[CH2:23][CH3:24])[C@@H:18]([OH:26])[C@H:17]3[OH:27])=[C:9]([NH:28][CH2:29][CH:30]([C:38]3[CH:43]=[CH:42][C:41]([OH:44])=[CH:40][CH:39]=3)[C:31]3[CH:36]=[CH:35][C:34]([OH:37])=[CH:33][CH:32]=3)[N:8]=2)[CH2:3]1.CN1C(=O)CCC1.[O:52]1[CH2:57][CH2:56][N:55]([C:58]2[CH:66]=[CH:65][C:61]([C:62]([Cl:64])=[O:63])=[CH:60][N:59]=2)[CH2:54][CH2:53]1. Given the product [ClH:64].[ClH:64].[OH:44][C:41]1[CH:42]=[CH:43][C:38]([CH:30]([C:31]2[CH:36]=[CH:35][C:34]([OH:37])=[CH:33][CH:32]=2)[CH2:29][NH:28][C:9]2[N:8]=[C:7]([N:4]3[CH2:5][CH2:6][C@@H:2]([NH:1][C:62](=[O:63])[C:61]4[CH:65]=[CH:66][C:58]([N:55]5[CH2:54][CH2:53][O:52][CH2:57][CH2:56]5)=[N:59][CH:60]=4)[CH2:3]3)[N:15]=[C:14]3[C:10]=2[N:11]=[CH:12][N:13]3[C@@H:16]2[CH2:20][C@H:19]([NH:21][C:22](=[O:25])[CH2:23][CH3:24])[C@@H:18]([OH:26])[C@H:17]2[OH:27])=[CH:39][CH:40]=1, predict the reactants needed to synthesize it. (4) Given the product [CH3:1][CH:2]([CH3:18])[C:3]([NH:5][C:6]1[CH:11]=[CH:10][CH:9]=[C:8]([CH:12]2[CH2:17][CH2:16][N:15]([CH2:20][CH2:21][C@H:22]([O:29][C:30]3[CH:31]=[CH:32][C:33]([O:46][C:43]4[CH:10]=[CH:11][CH:6]=[CH:7][CH:8]=4)=[CH:34][CH:35]=3)[C:23]3[CH:24]=[CH:25][CH:26]=[CH:27][CH:28]=3)[CH2:14][CH2:13]2)[CH:7]=1)=[O:4], predict the reactants needed to synthesize it. The reactants are: [CH3:1][CH:2]([CH3:18])[C:3]([NH:5][C:6]1[CH:11]=[CH:10][CH:9]=[C:8]([CH:12]2[CH2:17][CH2:16][NH:15][CH2:14][CH2:13]2)[CH:7]=1)=[O:4].Cl[CH2:20][CH2:21][C@H:22]([O:29][C:30]1(OC2C=CC=CC=2)[CH:35]=[CH:34][CH:33]=[CH:32][CH2:31]1)[C:23]1[CH:28]=[CH:27][CH:26]=[CH:25][CH:24]=1.[C:43](=[O:46])([O-])[O-].[K+].[K+].[I-].[Na+]. (5) Given the product [C:31]([O:35][C:36](=[O:48])[CH2:37][O:38][C:39]1[CH:44]=[CH:43][C:42]([Cl:45])=[CH:41][C:40]=1[C:46]#[C:47][C:50]1[CH:51]=[C:52]([S:57]([N:60]2[CH2:65][CH2:64][CH2:63][CH2:62][CH2:61]2)(=[O:58])=[O:59])[CH:53]=[CH:54][C:55]=1[CH3:56])([CH3:34])([CH3:33])[CH3:32], predict the reactants needed to synthesize it. The reactants are: C(OC(=O)COC1C=CC(Cl)=CC=1C#CC1C=CC=C(S(CCC)(=O)=O)C=1)(C)(C)C.[C:31]([O:35][C:36](=[O:48])[CH2:37][O:38][C:39]1[CH:44]=[CH:43][C:42]([Cl:45])=[CH:41][C:40]=1[C:46]#[CH:47])([CH3:34])([CH3:33])[CH3:32].Br[C:50]1[CH:51]=[C:52]([S:57]([N:60]2[CH2:65][CH2:64][CH2:63][CH2:62][CH2:61]2)(=[O:59])=[O:58])[CH:53]=[CH:54][C:55]=1[CH3:56]. (6) Given the product [CH3:1][O:2][C:3]1[CH:4]=[CH:5][C:6]([CH2:7][N:8]2[CH:12]=[C:11]([NH2:13])[C:10]([C:16]3[NH:20][C:19]4[CH:21]=[CH:22][C:23]([CH2:25][N:26]5[CH2:27][CH2:28][O:29][CH2:30][CH2:31]5)=[CH:24][C:18]=4[N:17]=3)=[N:9]2)=[CH:32][CH:33]=1, predict the reactants needed to synthesize it. The reactants are: [CH3:1][O:2][C:3]1[CH:33]=[CH:32][C:6]([CH2:7][N:8]2[CH:12]=[C:11]([N+:13]([O-])=O)[C:10]([C:16]3[NH:20][C:19]4[CH:21]=[CH:22][C:23]([CH2:25][N:26]5[CH2:31][CH2:30][O:29][CH2:28][CH2:27]5)=[CH:24][C:18]=4[N:17]=3)=[N:9]2)=[CH:5][CH:4]=1. (7) Given the product [Si:5]([O:12][C:13]1[CH:18]=[CH:17][C:16]([C:19]2[C:20]([CH3:26])=[CH:21][CH:22]=[CH:23][C:24]=2[CH3:25])=[CH:15][C:14]=1[CH2:27][O:28][C:29]1[CH:37]=[CH:36][C:32]([CH2:33][NH:34][OH:35])=[CH:31][CH:30]=1)([C:8]([CH3:11])([CH3:10])[CH3:9])([CH3:7])[CH3:6], predict the reactants needed to synthesize it. The reactants are: C([BH3-])#N.[Na+].[Si:5]([O:12][C:13]1[CH:18]=[CH:17][C:16]([C:19]2[C:24]([CH3:25])=[CH:23][CH:22]=[CH:21][C:20]=2[CH3:26])=[CH:15][C:14]=1[CH2:27][O:28][C:29]1[CH:37]=[CH:36][C:32]([CH:33]=[N:34][OH:35])=[CH:31][CH:30]=1)([C:8]([CH3:11])([CH3:10])[CH3:9])([CH3:7])[CH3:6].O1CCOCC1.Cl. (8) Given the product [C:45]([O:44][C:41]1[CH:40]=[CH:39][C:38]([CH2:37][C@H:13]([NH:12][C:8](=[O:10])[CH2:7][O:6][NH:5][C:4]([NH:3][CH2:1][CH3:2])=[O:11])[C:14]([N:16]([C@@H:28]([CH3:36])[CH:29]([O:33][CH2:34][CH3:35])[O:30][CH2:31][CH3:32])[CH2:17][C:18]2[C:27]3[C:22](=[CH:23][CH:24]=[CH:25][CH:26]=3)[CH:21]=[CH:20][CH:19]=2)=[O:15])=[CH:43][CH:42]=1)([CH3:48])([CH3:46])[CH3:47], predict the reactants needed to synthesize it. The reactants are: [CH2:1]([NH:3][C:4](=[O:11])[NH:5][O:6][CH2:7][C:8]([OH:10])=O)[CH3:2].[NH2:12][C@@H:13]([CH2:37][C:38]1[CH:43]=[CH:42][C:41]([O:44][C:45]([CH3:48])([CH3:47])[CH3:46])=[CH:40][CH:39]=1)[C:14]([N:16]([C@@H:28]([CH3:36])[CH:29]([O:33][CH2:34][CH3:35])[O:30][CH2:31][CH3:32])[CH2:17][C:18]1[C:27]2[C:22](=[CH:23][CH:24]=[CH:25][CH:26]=2)[CH:21]=[CH:20][CH:19]=1)=[O:15].